Dataset: Forward reaction prediction with 1.9M reactions from USPTO patents (1976-2016). Task: Predict the product of the given reaction. The product is: [C:1]([O:5][C:6](=[O:27])[NH:7][C:8]1[CH:13]=[C:12]([O:14][CH2:15][CH2:16][O:17][CH3:18])[C:11]([N:19]2[CH:23]=[CH:22][CH:21]=[CH:20]2)=[CH:10][C:9]=1[NH2:24])([CH3:4])([CH3:2])[CH3:3]. Given the reactants [C:1]([O:5][C:6](=[O:27])[NH:7][C:8]1[CH:13]=[C:12]([O:14][CH2:15][CH2:16][O:17][CH3:18])[C:11]([N:19]2[CH:23]=[CH:22][CH:21]=[CH:20]2)=[CH:10][C:9]=1[N+:24]([O-])=O)([CH3:4])([CH3:3])[CH3:2], predict the reaction product.